From a dataset of NCI-60 drug combinations with 297,098 pairs across 59 cell lines. Regression. Given two drug SMILES strings and cell line genomic features, predict the synergy score measuring deviation from expected non-interaction effect. (1) Drug 1: CC1=CC2C(CCC3(C2CCC3(C(=O)C)OC(=O)C)C)C4(C1=CC(=O)CC4)C. Drug 2: CCN(CC)CCCC(C)NC1=C2C=C(C=CC2=NC3=C1C=CC(=C3)Cl)OC. Cell line: OVCAR-4. Synergy scores: CSS=20.9, Synergy_ZIP=-0.959, Synergy_Bliss=7.88, Synergy_Loewe=-5.89, Synergy_HSA=7.13. (2) Drug 1: C1CC(C1)(C(=O)O)C(=O)O.[NH2-].[NH2-].[Pt+2]. Drug 2: C1=NC2=C(N=C(N=C2N1C3C(C(C(O3)CO)O)F)Cl)N. Cell line: MCF7. Synergy scores: CSS=-1.82, Synergy_ZIP=-0.742, Synergy_Bliss=-0.427, Synergy_Loewe=-4.03, Synergy_HSA=-3.53. (3) Drug 1: CCC1(CC2CC(C3=C(CCN(C2)C1)C4=CC=CC=C4N3)(C5=C(C=C6C(=C5)C78CCN9C7C(C=CC9)(C(C(C8N6C)(C(=O)OC)O)OC(=O)C)CC)OC)C(=O)OC)O.OS(=O)(=O)O. Drug 2: COC1=NC(=NC2=C1N=CN2C3C(C(C(O3)CO)O)O)N. Cell line: 786-0. Synergy scores: CSS=9.55, Synergy_ZIP=5.07, Synergy_Bliss=6.29, Synergy_Loewe=-1.64, Synergy_HSA=-1.72. (4) Drug 1: CC1=C(C=C(C=C1)NC2=NC=CC(=N2)N(C)C3=CC4=NN(C(=C4C=C3)C)C)S(=O)(=O)N.Cl. Drug 2: C(CC(=O)O)C(=O)CN.Cl. Cell line: SF-295. Synergy scores: CSS=8.08, Synergy_ZIP=-5.46, Synergy_Bliss=-5.74, Synergy_Loewe=-4.82, Synergy_HSA=-4.48.